Dataset: Forward reaction prediction with 1.9M reactions from USPTO patents (1976-2016). Task: Predict the product of the given reaction. (1) Given the reactants [N:1]1([CH2:11][C:12](OC)=[O:13])[C:10]2[C:5](=[CH:6][CH:7]=[CH:8][CH:9]=2)[CH2:4][CH2:3][CH2:2]1.[BH4-].[Li+], predict the reaction product. The product is: [N:1]1([CH2:11][CH2:12][OH:13])[C:10]2[C:5](=[CH:6][CH:7]=[CH:8][CH:9]=2)[CH2:4][CH2:3][CH2:2]1. (2) The product is: [Cl:12][C:4]1[CH:3]=[C:2]([NH:13][C@@H:14]([C:19]2[CH:24]=[CH:23][CH:22]=[CH:21][CH:20]=2)[C@H:15]([OH:18])[CH2:16][OH:17])[C:7]([C:8]([NH:10][CH3:11])=[O:9])=[CH:6][N:5]=1. Given the reactants Cl[C:2]1[C:7]([C:8]([NH:10][CH3:11])=[O:9])=[CH:6][N:5]=[C:4]([Cl:12])[CH:3]=1.[NH2:13][C@@H:14]([C:19]1[CH:24]=[CH:23][CH:22]=[CH:21][CH:20]=1)[C@H:15]([OH:18])[CH2:16][OH:17].CCN(C(C)C)C(C)C, predict the reaction product. (3) Given the reactants C(OC([NH:8][C:9]1[CH:14]=[CH:13][C:12]([C:15]2[N:19]3[N:20]=[CH:21][CH:22]=[C:23]([C:24]([O:26][C:27]([CH3:30])([CH3:29])[CH3:28])=[O:25])[C:18]3=[N:17][N:16]=2)=[CH:11][CH:10]=1)=O)(C)(C)C.I[Si](C)(C)C, predict the reaction product. The product is: [NH2:8][C:9]1[CH:14]=[CH:13][C:12]([C:15]2[N:19]3[N:20]=[CH:21][CH:22]=[C:23]([C:24]([O:26][C:27]([CH3:30])([CH3:29])[CH3:28])=[O:25])[C:18]3=[N:17][N:16]=2)=[CH:11][CH:10]=1. (4) Given the reactants C(=O)(OC(C)(C)C)[O:2][C:3]1[CH:8]=[CH:7][C:6]([C:9]2[CH:14]=[C:13](Cl)[N:12]=[C:11]([NH2:16])[N:10]=2)=[CH:5][CH:4]=1.[NH2:23][C:24]1[CH:37]=[CH:36][C:27]([O:28][C:29]2[CH:34]=[CH:33][N:32]=[C:31]([Cl:35])[CH:30]=2)=[CH:26][CH:25]=1, predict the reaction product. The product is: [NH2:16][C:11]1[N:10]=[C:9]([C:6]2[CH:5]=[CH:4][C:3]([OH:2])=[CH:8][CH:7]=2)[CH:14]=[C:13]([NH:23][C:24]2[CH:25]=[CH:26][C:27]([O:28][C:29]3[CH:34]=[CH:33][N:32]=[C:31]([Cl:35])[CH:30]=3)=[CH:36][CH:37]=2)[N:12]=1. (5) Given the reactants [NH2:1][C:2]1[CH:9]=[CH:8][C:7]([Cl:10])=[CH:6][C:3]=1[C:4]#[N:5].[CH3:11][S:12](Cl)(=[O:14])=[O:13], predict the reaction product. The product is: [Cl:10][C:7]1[CH:8]=[CH:9][C:2]([N:1]([S:12]([CH3:11])(=[O:14])=[O:13])[S:12]([CH3:11])(=[O:14])=[O:13])=[C:3]([C:4]#[N:5])[CH:6]=1. (6) Given the reactants Br[C:2]1[C:3]2[O:12][C:11]([CH2:13][N:14]3[CH2:19][CH2:18][N:17]([S:20]([CH3:23])(=[O:22])=[O:21])[CH2:16][CH2:15]3)=[CH:10][C:4]=2[C:5](=[O:9])[N:6]([CH3:8])[CH:7]=1.IC1C(=O)N(C)C=C(I)C=1OC.[CH3:36][O:37][C:38]1[CH:39]=[C:40](B(O)O)[CH:41]=[CH:42][C:43]=1[O:44][CH3:45].C(=O)([O-])[O-].[K+].[K+], predict the reaction product. The product is: [CH3:36][O:37][C:38]1[CH:39]=[C:40]([C:2]2[C:3]3[O:12][C:11]([CH2:13][N:14]4[CH2:19][CH2:18][N:17]([S:20]([CH3:23])(=[O:22])=[O:21])[CH2:16][CH2:15]4)=[CH:10][C:4]=3[C:5](=[O:9])[N:6]([CH3:8])[CH:7]=2)[CH:41]=[CH:42][C:43]=1[O:44][CH3:45]. (7) Given the reactants [O:1]1[C:6]2[CH:7]=[CH:8][C:9]([C:11]([OH:13])=[O:12])=[CH:10][C:5]=2[O:4][CH2:3][CH2:2]1.[CH:14]([Li])(CC)C.C1CCCCC1.IC, predict the reaction product. The product is: [CH3:14][C:10]1[C:5]2[O:4][CH2:3][CH2:2][O:1][C:6]=2[CH:7]=[CH:8][C:9]=1[C:11]([OH:13])=[O:12].